This data is from Full USPTO retrosynthesis dataset with 1.9M reactions from patents (1976-2016). The task is: Predict the reactants needed to synthesize the given product. (1) Given the product [CH3:10][O:9][C:8]1[C:3]([O:2][CH2:1][O:20][CH3:17])=[C:4]([C:14]2[CH:32]=[CH:31][CH:30]=[C:29]3[C:25]=2[CH2:26][CH2:27][C:28]3=[O:33])[CH:5]=[CH:6][C:7]=1[O:37][CH3:36], predict the reactants needed to synthesize it. The reactants are: [CH3:1][O:2][C:3]1[C:4]([CH2:14]OC)=[C:5](B(O)O)[CH:6]=[CH:7][C:8]=1[O:9][CH3:10].[C:17](=[O:20])([O-])[O-].[Cs+].[Cs+].BrC1[CH:32]=[CH:31][CH:30]=[C:29]2[C:25]=1[CH2:26][CH2:27][C:28]2=[O:33].CN(C)[CH:36]=[O:37]. (2) Given the product [CH2:25]([O:24][CH:7]([CH2:8][O:9][CH2:10][CH2:11][CH2:12][CH2:13][CH2:14][CH2:15][CH2:16][CH2:17][CH2:18][CH2:19][CH2:20][CH2:21][CH2:22][CH3:23])[CH2:6][N:43]1[C:42](=[O:44])[C:41]2=[CH:45][CH:46]=[CH:47][CH:48]=[C:40]2[C:39]1=[O:49])[CH2:26][CH2:27][CH2:28][CH2:29][CH2:30][CH2:31][CH2:32][CH2:33][CH2:34][CH2:35][CH2:36][CH2:37][CH3:38], predict the reactants needed to synthesize it. The reactants are: CS(O[CH2:6][CH:7]([O:24][CH2:25][CH2:26][CH2:27][CH2:28][CH2:29][CH2:30][CH2:31][CH2:32][CH2:33][CH2:34][CH2:35][CH2:36][CH2:37][CH3:38])[CH2:8][O:9][CH2:10][CH2:11][CH2:12][CH2:13][CH2:14][CH2:15][CH2:16][CH2:17][CH2:18][CH2:19][CH2:20][CH2:21][CH2:22][CH3:23])(=O)=O.[C:39]1(=[O:49])[NH:43][C:42](=[O:44])[C:41]2=[CH:45][CH:46]=[CH:47][CH:48]=[C:40]12.[K]. (3) Given the product [N:4]1([CH2:10][CH2:11][CH2:12][NH:13][C:14]2[C:26]3[C:25]4[C:20](=[CH:21][C:22]([C:27]([O:29][CH3:30])=[O:28])=[CH:23][CH:24]=4)[NH:19][C:18]=3[N:17]=[C:16]([CH2:31][C:32]3[CH:37]=[CH:36][CH:35]=[C:34]([C:38](=[N:2][OH:3])[C:39]([F:40])([F:41])[F:42])[CH:33]=3)[N:15]=2)[CH2:5][CH2:6][CH2:7][CH2:8][CH2:9]1, predict the reactants needed to synthesize it. The reactants are: Cl.[NH2:2][OH:3].[N:4]1([CH2:10][CH2:11][CH2:12][NH:13][C:14]2[C:26]3[C:25]4[C:20](=[CH:21][C:22]([C:27]([O:29][CH3:30])=[O:28])=[CH:23][CH:24]=4)[NH:19][C:18]=3[N:17]=[C:16]([CH2:31][C:32]3[CH:37]=[CH:36][CH:35]=[C:34]([C:38](=O)[C:39]([F:42])([F:41])[F:40])[CH:33]=3)[N:15]=2)[CH2:9][CH2:8][CH2:7][CH2:6][CH2:5]1.